From a dataset of Forward reaction prediction with 1.9M reactions from USPTO patents (1976-2016). Predict the product of the given reaction. (1) Given the reactants [Cl:1][C:2]1[CH:7]=[CH:6][C:5]([N:8]2[CH2:13][CH2:12][CH:11]([C:14](=O)[CH2:15][N:16]3[C:20]([CH3:21])=[C:19]([Cl:22])[C:18]([C:23]([F:26])([F:25])[F:24])=[N:17]3)[CH2:10][CH2:9]2)=[CH:4][C:3]=1[O:28][CH3:29].[NH3:30].[BH4-].[Na+].[OH-].[NH4+], predict the reaction product. The product is: [Cl:1][C:2]1[CH:7]=[CH:6][C:5]([N:8]2[CH2:13][CH2:12][CH:11]([CH:14]([NH2:30])[CH2:15][N:16]3[C:20]([CH3:21])=[C:19]([Cl:22])[C:18]([C:23]([F:26])([F:25])[F:24])=[N:17]3)[CH2:10][CH2:9]2)=[CH:4][C:3]=1[O:28][CH3:29]. (2) Given the reactants [CH2:1]([O:8][C:9]1[CH:14]=[CH:13][C:12]([C:15]2[CH:20]=[CH:19][C:18]([CH2:21][CH2:22][CH2:23][OH:24])=[CH:17][CH:16]=2)=[CH:11][CH:10]=1)[CH2:2][CH2:3][CH2:4][CH2:5][CH2:6][CH3:7].C1C=C[NH+]=CC=1.[O-][Cr](Cl)(=O)=O.CCOCC, predict the reaction product. The product is: [CH2:1]([O:8][C:9]1[CH:14]=[CH:13][C:12]([C:15]2[CH:20]=[CH:19][C:18]([CH2:21][CH2:22][CH:23]=[O:24])=[CH:17][CH:16]=2)=[CH:11][CH:10]=1)[CH2:2][CH2:3][CH2:4][CH2:5][CH2:6][CH3:7]. (3) Given the reactants [Cl:1][C:2]1[CH:10]=[CH:9][C:5]([C:6]([OH:8])=[O:7])=[CH:4][C:3]=1[C:11]([F:14])([F:13])[F:12].[CH3:15]O.S(=O)(=O)(O)O, predict the reaction product. The product is: [Cl:1][C:2]1[CH:10]=[CH:9][C:5]([C:6]([O:8][CH3:15])=[O:7])=[CH:4][C:3]=1[C:11]([F:12])([F:13])[F:14]. (4) Given the reactants [Si]([O:8][C:9]1[CH:17]=[C:16]([F:18])[CH:15]=[C:14]2[C:10]=1[CH:11]=[N:12][N:13]2[CH2:19][O:20][CH2:21][CH2:22][Si:23]([CH3:26])([CH3:25])[CH3:24])(C(C)(C)C)(C)C.[F-].C([N+](CCCC)(CCCC)CCCC)CCC, predict the reaction product. The product is: [F:18][C:16]1[CH:17]=[C:9]([OH:8])[C:10]2[CH:11]=[N:12][N:13]([CH2:19][O:20][CH2:21][CH2:22][Si:23]([CH3:25])([CH3:24])[CH3:26])[C:14]=2[CH:15]=1.